This data is from Catalyst prediction with 721,799 reactions and 888 catalyst types from USPTO. The task is: Predict which catalyst facilitates the given reaction. (1) Reactant: Cl.[Br:2][C:3]1[C:8]2=[N:9][C:10](O)=[CH:11][C:12](=[O:13])[N:7]2[CH:6]=[C:5]([CH3:15])[CH:4]=1.C(N(CC)CC)C.CS(Cl)(=O)=O.[NH:28]1[CH2:33][CH2:32][O:31][CH2:30][CH2:29]1. The catalyst class is: 20. Product: [Br:2][C:3]1[C:8]2=[N:9][C:10]([N:28]3[CH2:33][CH2:32][O:31][CH2:30][CH2:29]3)=[CH:11][C:12](=[O:13])[N:7]2[CH:6]=[C:5]([CH3:15])[CH:4]=1. (2) Reactant: [F:1][C:2]1[CH:44]=[CH:43][C:5]([O:6][C:7]2[C:8]([NH:23][C:24]3[S:28][N:27]=[C:26]([CH2:29][CH:30]4[CH2:35][CH2:34][N:33](C(OC(C)(C)C)=O)[CH2:32][CH2:31]4)[N:25]=3)=[N:9][CH:10]=[C:11]([S:13][C:14]3[CH:19]=[CH:18][N:17]=[C:16]4[CH:20]=[CH:21][S:22][C:15]=34)[CH:12]=2)=[CH:4][CH:3]=1.CO.C(Cl)[Cl:48].[ClH:50]. Product: [ClH:48].[ClH:50].[ClH:48].[F:1][C:2]1[CH:3]=[CH:4][C:5]([O:6][C:7]2[C:8]([NH:23][C:24]3[S:28][N:27]=[C:26]([CH2:29][CH:30]4[CH2:31][CH2:32][NH:33][CH2:34][CH2:35]4)[N:25]=3)=[N:9][CH:10]=[C:11]([S:13][C:14]3[CH:19]=[CH:18][N:17]=[C:16]4[CH:20]=[CH:21][S:22][C:15]=34)[CH:12]=2)=[CH:43][CH:44]=1. The catalyst class is: 12. (3) The catalyst class is: 3. Product: [CH3:13][C:14]1[C:18]([CH3:19])=[N:17][N:16]([C:2]2[C:3]([C:9]([O:11][CH3:12])=[O:10])=[N:4][C:5]([CH3:8])=[CH:6][CH:7]=2)[N:15]=1. Reactant: I[C:2]1[C:3]([C:9]([O:11][CH3:12])=[O:10])=[N:4][C:5]([CH3:8])=[CH:6][CH:7]=1.[CH3:13][C:14]1[N:15]=[N:16][NH:17][C:18]=1[CH3:19].CN[C@@H]1CCCC[C@H]1NC.C(=O)([O-])[O-].[Cs+].[Cs+].C[Si](C=[N+]=[N-])(C)C.